Dataset: Forward reaction prediction with 1.9M reactions from USPTO patents (1976-2016). Task: Predict the product of the given reaction. Given the reactants C[O:2][C:3]([C:5]1[S:6][C:7]([C:27]#[C:28][C:29]([CH3:32])([CH3:31])[CH3:30])=[CH:8][C:9]=1[N:10]([C:18]([C@H:20]1[CH2:25][CH2:24][C@H:23]([CH3:26])[CH2:22][CH2:21]1)=[O:19])[CH2:11][C:12]1[CH:13]=[N:14][CH:15]=[CH:16][CH:17]=1)=[O:4].C1COCC1.[OH-].[Li+].Cl, predict the reaction product. The product is: [CH3:30][C:29]([CH3:31])([CH3:32])[C:28]#[C:27][C:7]1[S:6][C:5]([C:3]([OH:4])=[O:2])=[C:9]([N:10]([C:18]([C@H:20]2[CH2:25][CH2:24][C@H:23]([CH3:26])[CH2:22][CH2:21]2)=[O:19])[CH2:11][C:12]2[CH:13]=[N:14][CH:15]=[CH:16][CH:17]=2)[CH:8]=1.